This data is from Catalyst prediction with 721,799 reactions and 888 catalyst types from USPTO. The task is: Predict which catalyst facilitates the given reaction. (1) Reactant: [NH:1]1[CH2:6][CH2:5][CH:4]([OH:7])[CH2:3][CH2:2]1.C(N(CC)CC)C.[CH3:15][C:16]([O:19][C:20](O[C:20]([O:19][C:16]([CH3:18])([CH3:17])[CH3:15])=[O:21])=[O:21])([CH3:18])[CH3:17].O. Product: [OH:7][CH:4]1[CH2:5][CH2:6][N:1]([C:20]([O:19][C:16]([CH3:18])([CH3:17])[CH3:15])=[O:21])[CH2:2][CH2:3]1. The catalyst class is: 2. (2) Reactant: C([BH3-])#N.[Na+].[C:5]1([C:11]#[C:12][C:13]2[CH:14]=[C:15]([CH:19]=[O:20])[CH:16]=[N:17][CH:18]=2)[CH:10]=[CH:9][CH:8]=[CH:7][CH:6]=1. Product: [C:5]1([C:11]#[C:12][C:13]2[CH:14]=[C:15]([CH2:19][OH:20])[CH:16]=[N:17][CH:18]=2)[CH:10]=[CH:9][CH:8]=[CH:7][CH:6]=1. The catalyst class is: 13.